From a dataset of Full USPTO retrosynthesis dataset with 1.9M reactions from patents (1976-2016). Predict the reactants needed to synthesize the given product. (1) Given the product [N+:1]([C:4]1[CH:5]=[CH:6][C:7]([O:10][C:11]2[CH:12]=[C:13]3[C:18](=[CH:19][CH:20]=2)[O:17][CH:16]([C:21]2[CH:22]=[CH:23][CH:24]=[C:25]([N+:27]([O-:29])=[O:28])[CH:26]=2)[CH2:15][CH2:14]3)=[N:8][CH:9]=1)([O-:3])=[O:2], predict the reactants needed to synthesize it. The reactants are: [N+:1]([C:4]1[CH:5]=[CH:6][C:7]([O:10][C:11]2[CH:12]=[C:13]3[C:18](=[CH:19][CH:20]=2)[O:17][CH:16]([C:21]2[CH:26]=[CH:25][CH:24]=[CH:23][CH:22]=2)[CH2:15][CH2:14]3)=[N:8][CH:9]=1)([O-:3])=[O:2].[N+:27](C1C=C(C2CCC3C(=CC=C(O)C=3)O2)C=CC=1)([O-:29])=[O:28]. (2) The reactants are: [CH3:1][O:2][C:3]([CH2:5][CH2:6][N:7]1[CH:11]=[C:10](/[CH:12]=[C:13]2\[CH2:14][N:15]([C:20]([C:33]3[CH:38]=[CH:37][CH:36]=[CH:35][CH:34]=3)([C:27]3[CH:32]=[CH:31][CH:30]=[CH:29][CH:28]=3)[C:21]3[CH:26]=[CH:25][CH:24]=[CH:23][CH:22]=3)[CH2:16][CH2:17][CH:18]\2O)[N:9]=[N:8]1)=[O:4].[C:39]([OH:42])(=[S:41])[CH3:40].C(OC(OCC(C)(C)C)N(C)C)C(C)(C)C.[Cl-].[Na+]. Given the product [C:39]([S:41][CH:18]1[CH2:17][CH2:16][N:15]([C:20]([C:33]2[CH:38]=[CH:37][CH:36]=[CH:35][CH:34]=2)([C:27]2[CH:28]=[CH:29][CH:30]=[CH:31][CH:32]=2)[C:21]2[CH:26]=[CH:25][CH:24]=[CH:23][CH:22]=2)[CH2:14]/[C:13]/1=[CH:12]\[C:10]1[N:9]=[N:8][N:7]([CH2:6][CH2:5][C:3]([O:2][CH3:1])=[O:4])[CH:11]=1)(=[O:42])[CH3:40], predict the reactants needed to synthesize it. (3) Given the product [CH3:7][O:8][C:9](=[O:19])[C:10]1[CH:11]=[CH:12][C:13]([C:14]([NH:24][NH:23][C:20](=[O:22])[CH3:21])=[O:16])=[CH:17][CH:18]=1, predict the reactants needed to synthesize it. The reactants are: C(Cl)(=O)C(Cl)=O.[CH3:7][O:8][C:9](=[O:19])[C:10]1[CH:18]=[CH:17][C:13]([C:14]([OH:16])=O)=[CH:12][CH:11]=1.[C:20]([NH:23][NH2:24])(=[O:22])[CH3:21].CCN(CC)CC. (4) Given the product [C:37]([C:41]1[CH:42]=[C:43]([C@H:47]([N:55]([CH3:56])[C:12](=[O:14])[CH2:11][C:9]2[CH:8]=[CH:7][C:5]3[CH2:6][S:2](=[O:1])(=[O:15])[NH:3][C:4]=3[CH:10]=2)[CH2:48][N:49]2[CH2:53][CH2:52][C@H:51]([OH:54])[CH2:50]2)[CH:44]=[CH:45][CH:46]=1)#[C:38][CH2:39][CH3:40], predict the reactants needed to synthesize it. The reactants are: [O:1]=[S:2]1(=[O:15])[CH2:6][C:5]2[CH:7]=[CH:8][C:9]([CH2:11][C:12]([OH:14])=O)=[CH:10][C:4]=2[NH:3]1.CCN=C=NCCCN(C)C.C1C=CC2N(O)N=NC=2C=1.[C:37]([C:41]1[CH:42]=[C:43]([C@H:47]([NH:55][CH3:56])[CH2:48][N:49]2[CH2:53][CH2:52][C@H:51]([OH:54])[CH2:50]2)[CH:44]=[CH:45][CH:46]=1)#[C:38][CH2:39][CH3:40]. (5) Given the product [O:3]1[CH2:4][CH2:5][O:1][CH:2]1[C:6]1[CH:18]=[C:9]2[C:10]([CH:16]=[O:17])=[CH:11][CH:12]=[C:13]([O:14][CH3:15])[N:8]2[N:7]=1, predict the reactants needed to synthesize it. The reactants are: [O:1]1[CH2:5][CH2:4][O:3][CH:2]1[C:6]1[CH:18]=[C:9]2[C:10]([CH2:16][OH:17])=[CH:11][CH:12]=[C:13]([O:14][CH3:15])[N:8]2[N:7]=1. (6) The reactants are: [NH2:1][C:2]1[CH:7]=[C:6]([I:8])[CH:5]=[CH:4][C:3]=1[NH:9][C:10](=[O:16])[O:11][C:12]([CH3:15])([CH3:14])[CH3:13].[O:17]=[C:18]([C:27]1[CH:32]=[CH:31][N:30]=[N:29][CH:28]=1)[CH2:19][C:20](OC(C)(C)C)=[O:21]. Given the product [I:8][C:6]1[CH:5]=[CH:4][C:3]([NH:9][C:10](=[O:16])[O:11][C:12]([CH3:13])([CH3:15])[CH3:14])=[C:2]([NH:1][C:20](=[O:21])[CH2:19][C:18](=[O:17])[C:27]2[CH:32]=[CH:31][N:30]=[N:29][CH:28]=2)[CH:7]=1, predict the reactants needed to synthesize it. (7) Given the product [CH3:34][C:27]1([CH3:26])[CH2:28][CH:29]([NH:49][C:57]([NH:1][C:2]2[CH:7]=[C:6]([C:8]3[C:22]([CH3:23])=[N:21][C:11]4[N:12]=[C:13]([NH:16][CH2:17][CH2:18][O:19][CH3:20])[N:14]=[CH:15][C:10]=4[CH:9]=3)[C:5]([CH3:24])=[CH:4][C:3]=2[F:25])=[O:52])[CH2:30]1, predict the reactants needed to synthesize it. The reactants are: [NH2:1][C:2]1[C:3]([F:25])=[CH:4][C:5]([CH3:24])=[C:6]([C:8]2[C:22]([CH3:23])=[N:21][C:11]3[N:12]=[C:13]([NH:16][CH2:17][CH2:18][O:19][CH3:20])[N:14]=[CH:15][C:10]=3[CH:9]=2)[CH:7]=1.[CH3:26][C:27]1([CH3:34])[CH2:30][CH:29](C(O)=O)[CH2:28]1.C1C=CC(P([N:49]=[N+]=[N-])(C2C=CC=CC=2)=O)=CC=1.[O:52]1[CH2:57]COCC1.